Dataset: Forward reaction prediction with 1.9M reactions from USPTO patents (1976-2016). Task: Predict the product of the given reaction. (1) The product is: [CH3:1][O:2][C:3]([C:5]1[NH:26][C:8]2=[CH:9][N:10]=[CH:11][C:12]([NH:13][C:14]3[CH:19]=[CH:18][C:17]([C:20]4[CH:21]=[CH:22][CH:23]=[CH:24][CH:25]=4)=[CH:16][CH:15]=3)=[C:7]2[CH:6]=1)=[O:4]. Given the reactants [CH3:1][O:2][C:3]([C:5]1[N:26](C(OC(C)(C)C)=O)[C:8]2=[CH:9][N:10]=[CH:11][C:12]([NH:13][C:14]3[CH:19]=[CH:18][C:17]([C:20]4[CH:25]=[CH:24][CH:23]=[CH:22][CH:21]=4)=[CH:16][CH:15]=3)=[C:7]2[CH:6]=1)=[O:4].C(O)(C(F)(F)F)=O.C(N(CC)CC)C, predict the reaction product. (2) Given the reactants C1COCC1.[O:6]=[C:7]1[N:13]([CH:14]2[CH2:19][CH2:18][N:17]([C:20]([NH:22][C@H:23]([CH2:29][C:30]3[CH:39]=[CH:38][C:37]4[CH2:36][CH2:35][CH2:34][CH2:33][C:32]=4[CH:31]=3)[C:24]([O:26]CC)=[O:25])=[O:21])[CH2:16][CH2:15]2)[CH2:12][CH2:11][C:10]2[CH:40]=[CH:41][CH:42]=[CH:43][C:9]=2[NH:8]1.O.[OH-].[Li+], predict the reaction product. The product is: [O:6]=[C:7]1[N:13]([CH:14]2[CH2:19][CH2:18][N:17]([C:20]([NH:22][C@H:23]([CH2:29][C:30]3[CH:39]=[CH:38][C:37]4[CH2:36][CH2:35][CH2:34][CH2:33][C:32]=4[CH:31]=3)[C:24]([OH:26])=[O:25])=[O:21])[CH2:16][CH2:15]2)[CH2:12][CH2:11][C:10]2[CH:40]=[CH:41][CH:42]=[CH:43][C:9]=2[NH:8]1. (3) Given the reactants [C:1]([C:3]1[CH:8]=[CH:7][C:6]([C:9]2[CH:10]=[C:11]([NH:23][C:24](=[O:26])[CH3:25])[C:12]([CH3:22])=[N:13][C:14]=2[C:15]2[CH:20]=[CH:19][C:18]([CH3:21])=[CH:17][CH:16]=2)=[CH:5][CH:4]=1)#[N:2].[N:27](OC(C)(C)C)=O.CC(OC(C)=O)=O.CC([O-])=O.[K+].C([O-])(O)=O.[Na+], predict the reaction product. The product is: [C:24]([N:23]1[C:11]2[C:12](=[N:13][C:14]([C:15]3[CH:20]=[CH:19][C:18]([CH3:21])=[CH:17][CH:16]=3)=[C:9]([C:6]3[CH:5]=[CH:4][C:3]([C:1]#[N:2])=[CH:8][CH:7]=3)[CH:10]=2)[CH:22]=[N:27]1)(=[O:26])[CH3:25].